The task is: Regression. Given a peptide amino acid sequence and an MHC pseudo amino acid sequence, predict their binding affinity value. This is MHC class I binding data.. This data is from Peptide-MHC class I binding affinity with 185,985 pairs from IEDB/IMGT. (1) The peptide sequence is RSYMSFWCK. The MHC is HLA-A02:01 with pseudo-sequence HLA-A02:01. The binding affinity (normalized) is 0.0847. (2) The peptide sequence is VTENKKIQY. The MHC is HLA-A29:02 with pseudo-sequence HLA-A29:02. The binding affinity (normalized) is 0.0847. (3) The peptide sequence is LEEDIQHFL. The MHC is HLA-B83:01 with pseudo-sequence HLA-B83:01. The binding affinity (normalized) is 0.213. (4) The peptide sequence is RYPLTLGW. The MHC is HLA-A29:02 with pseudo-sequence HLA-A29:02. The binding affinity (normalized) is 0.